Task: Regression. Given two drug SMILES strings and cell line genomic features, predict the synergy score measuring deviation from expected non-interaction effect.. Dataset: NCI-60 drug combinations with 297,098 pairs across 59 cell lines (1) Drug 1: CCC1=C2CN3C(=CC4=C(C3=O)COC(=O)C4(CC)O)C2=NC5=C1C=C(C=C5)O. Drug 2: CC1=C(C(=CC=C1)Cl)NC(=O)C2=CN=C(S2)NC3=CC(=NC(=N3)C)N4CCN(CC4)CCO. Cell line: K-562. Synergy scores: CSS=80.0, Synergy_ZIP=-2.57, Synergy_Bliss=-5.14, Synergy_Loewe=-5.41, Synergy_HSA=-2.38. (2) Drug 1: CC1=C2C(C(=O)C3(C(CC4C(C3C(C(C2(C)C)(CC1OC(=O)C(C(C5=CC=CC=C5)NC(=O)OC(C)(C)C)O)O)OC(=O)C6=CC=CC=C6)(CO4)OC(=O)C)O)C)O. Drug 2: C1=CC=C(C=C1)NC(=O)CCCCCCC(=O)NO. Cell line: MOLT-4. Synergy scores: CSS=57.9, Synergy_ZIP=1.03, Synergy_Bliss=0.974, Synergy_Loewe=4.43, Synergy_HSA=5.08. (3) Drug 1: CC1=CC2C(CCC3(C2CCC3(C(=O)C)OC(=O)C)C)C4(C1=CC(=O)CC4)C. Drug 2: C1C(C(OC1N2C=NC3=C2NC=NCC3O)CO)O. Cell line: SK-MEL-5. Synergy scores: CSS=-9.48, Synergy_ZIP=6.74, Synergy_Bliss=-0.177, Synergy_Loewe=-9.41, Synergy_HSA=-10.5. (4) Drug 1: CC(C1=C(C=CC(=C1Cl)F)Cl)OC2=C(N=CC(=C2)C3=CN(N=C3)C4CCNCC4)N. Drug 2: C1=NC2=C(N=C(N=C2N1C3C(C(C(O3)CO)O)O)F)N. Cell line: SK-MEL-2. Synergy scores: CSS=-0.386, Synergy_ZIP=-3.61, Synergy_Bliss=-8.50, Synergy_Loewe=-14.3, Synergy_HSA=-11.3. (5) Drug 1: CN1C2=C(C=C(C=C2)N(CCCl)CCCl)N=C1CCCC(=O)O.Cl. Drug 2: CCCCCOC(=O)NC1=NC(=O)N(C=C1F)C2C(C(C(O2)C)O)O. Cell line: UACC-257. Synergy scores: CSS=2.13, Synergy_ZIP=-2.41, Synergy_Bliss=-3.09, Synergy_Loewe=-2.07, Synergy_HSA=-1.92. (6) Drug 1: CC(C1=C(C=CC(=C1Cl)F)Cl)OC2=C(N=CC(=C2)C3=CN(N=C3)C4CCNCC4)N. Drug 2: CC1=C(C(=O)C2=C(C1=O)N3CC4C(C3(C2COC(=O)N)OC)N4)N. Cell line: UO-31. Synergy scores: CSS=14.9, Synergy_ZIP=-4.52, Synergy_Bliss=4.09, Synergy_Loewe=4.60, Synergy_HSA=5.38. (7) Drug 1: COC1=C(C=C2C(=C1)N=CN=C2NC3=CC(=C(C=C3)F)Cl)OCCCN4CCOCC4. Drug 2: C(CC(=O)O)C(=O)CN.Cl. Cell line: HOP-62. Synergy scores: CSS=13.4, Synergy_ZIP=-7.16, Synergy_Bliss=-7.02, Synergy_Loewe=-3.00, Synergy_HSA=-3.41. (8) Drug 1: C1CN1C2=NC(=NC(=N2)N3CC3)N4CC4. Drug 2: CC12CCC3C(C1CCC2=O)CC(=C)C4=CC(=O)C=CC34C. Cell line: NCI-H522. Synergy scores: CSS=37.1, Synergy_ZIP=-5.28, Synergy_Bliss=-1.42, Synergy_Loewe=-0.151, Synergy_HSA=-0.202. (9) Drug 1: CC1C(C(CC(O1)OC2CC(CC3=C2C(=C4C(=C3O)C(=O)C5=C(C4=O)C(=CC=C5)OC)O)(C(=O)C)O)N)O.Cl. Drug 2: CC1=C(N=C(N=C1N)C(CC(=O)N)NCC(C(=O)N)N)C(=O)NC(C(C2=CN=CN2)OC3C(C(C(C(O3)CO)O)O)OC4C(C(C(C(O4)CO)O)OC(=O)N)O)C(=O)NC(C)C(C(C)C(=O)NC(C(C)O)C(=O)NCCC5=NC(=CS5)C6=NC(=CS6)C(=O)NCCC[S+](C)C)O. Cell line: OVCAR3. Synergy scores: CSS=18.4, Synergy_ZIP=-7.92, Synergy_Bliss=0.998, Synergy_Loewe=-1.96, Synergy_HSA=2.77. (10) Drug 1: CNC(=O)C1=CC=CC=C1SC2=CC3=C(C=C2)C(=NN3)C=CC4=CC=CC=N4. Drug 2: CC1C(C(CC(O1)OC2CC(OC(C2O)C)OC3=CC4=CC5=C(C(=O)C(C(C5)C(C(=O)C(C(C)O)O)OC)OC6CC(C(C(O6)C)O)OC7CC(C(C(O7)C)O)OC8CC(C(C(O8)C)O)(C)O)C(=C4C(=C3C)O)O)O)O. Cell line: SW-620. Synergy scores: CSS=0.412, Synergy_ZIP=-0.536, Synergy_Bliss=1.53, Synergy_Loewe=-0.246, Synergy_HSA=-0.744.